Dataset: Full USPTO retrosynthesis dataset with 1.9M reactions from patents (1976-2016). Task: Predict the reactants needed to synthesize the given product. (1) Given the product [CH3:4][CH:3]1[C:14](=[O:13])[C:23]2[CH:22]=[C:21]([C:24]([O:26][CH3:27])=[O:25])[CH:20]=[CH:19][C:18]=2[CH2:1][CH2:2]1, predict the reactants needed to synthesize it. The reactants are: [CH2:1]([Li])[CH2:2][CH2:3][CH3:4].C(NC(C)C)(C)C.[O:13]=[C:14]1[C:23]2[CH:22]=[C:21]([C:24]([O:26][CH3:27])=[O:25])[CH:20]=[CH:19][C:18]=2CCC1.CI. (2) The reactants are: [CH3:1][O:2][C:3]1[CH:8]=[CH:7][C:6]([C:9]2[CH:10]=[N:11][CH:12]=[C:13]3[C:18]=2[N:17]=[C:16]([C:19](O)=[O:20])[CH:15]=[CH:14]3)=[CH:5][CH:4]=1.[CH3:22][NH:23][CH2:24][C:25]1[CH:30]=[CH:29][CH:28]=[CH:27][CH:26]=1.O.ON1C2C=CC=CC=2N=N1.Cl.CN(C)CCCN=C=NCC. Given the product [CH2:24]([N:23]([CH3:22])[C:19]([C:16]1[CH:15]=[CH:14][C:13]2[C:18](=[C:9]([C:6]3[CH:7]=[CH:8][C:3]([O:2][CH3:1])=[CH:4][CH:5]=3)[CH:10]=[N:11][CH:12]=2)[N:17]=1)=[O:20])[C:25]1[CH:30]=[CH:29][CH:28]=[CH:27][CH:26]=1, predict the reactants needed to synthesize it. (3) The reactants are: [Cl:1][C:2]1[CH:3]=[C:4]([C:9](=[CH2:30])[CH2:10][CH2:11][O:12][Si:13]([C:26]([CH3:29])([CH3:28])[CH3:27])([C:20]2[CH:25]=[CH:24][CH:23]=[CH:22][CH:21]=2)[C:14]2[CH:19]=[CH:18][CH:17]=[CH:16][CH:15]=2)[CH:5]=[CH:6][C:7]=1[Cl:8].[N+](=[C:33]([C:38]([O:40][CH3:41])=[O:39])[C:34]([O:36][CH3:37])=[O:35])=[N-].C([O-])(=O)C. Given the product [Cl:1][C:2]1[CH:3]=[C:4]([C:9]2([CH2:10][CH2:11][O:12][Si:13]([C:26]([CH3:27])([CH3:29])[CH3:28])([C:20]3[CH:25]=[CH:24][CH:23]=[CH:22][CH:21]=3)[C:14]3[CH:15]=[CH:16][CH:17]=[CH:18][CH:19]=3)[CH2:30][C:33]2([C:38]([O:40][CH3:41])=[O:39])[C:34]([O:36][CH3:37])=[O:35])[CH:5]=[CH:6][C:7]=1[Cl:8], predict the reactants needed to synthesize it. (4) Given the product [Cl:1][C:2]1[CH:3]=[CH:4][C:5]2[O:9][C:8]([CH:10]=[O:11])=[C:7]([CH3:16])[C:6]=2[CH:17]=1, predict the reactants needed to synthesize it. The reactants are: [Cl:1][C:2]1[CH:3]=[CH:4][C:5]2[O:9][C:8]([C:10](N(OC)C)=[O:11])=[C:7]([CH3:16])[C:6]=2[CH:17]=1.[H-].[Al+3].[Li+].[H-].[H-].[H-].O. (5) Given the product [I:1][C:2]1[N:3]=[N:4][C:5]([S:8]([CH3:9])=[O:18])=[CH:6][CH:7]=1, predict the reactants needed to synthesize it. The reactants are: [I:1][C:2]1[N:3]=[N:4][C:5]([S:8][CH3:9])=[CH:6][CH:7]=1.ClC1C=CC=C(C(OO)=[O:18])C=1.